This data is from NCI-60 drug combinations with 297,098 pairs across 59 cell lines. The task is: Regression. Given two drug SMILES strings and cell line genomic features, predict the synergy score measuring deviation from expected non-interaction effect. (1) Drug 2: C1CCC(CC1)NC(=O)N(CCCl)N=O. Drug 1: CC1OCC2C(O1)C(C(C(O2)OC3C4COC(=O)C4C(C5=CC6=C(C=C35)OCO6)C7=CC(=C(C(=C7)OC)O)OC)O)O. Cell line: NCIH23. Synergy scores: CSS=53.1, Synergy_ZIP=-2.55, Synergy_Bliss=-2.18, Synergy_Loewe=-19.9, Synergy_HSA=1.12. (2) Drug 1: CN(CCCl)CCCl.Cl. Drug 2: CN(C(=O)NC(C=O)C(C(C(CO)O)O)O)N=O. Cell line: MCF7. Synergy scores: CSS=9.23, Synergy_ZIP=-0.793, Synergy_Bliss=-0.649, Synergy_Loewe=-6.75, Synergy_HSA=-1.81.